Dataset: Full USPTO retrosynthesis dataset with 1.9M reactions from patents (1976-2016). Task: Predict the reactants needed to synthesize the given product. (1) Given the product [CH3:15][C:12]1[CH:13]=[CH:14][C:9]([N:5]2[CH2:6][CH2:7][CH:2]([OH:1])[CH2:3][CH2:4]2)=[N:10][CH:11]=1, predict the reactants needed to synthesize it. The reactants are: [OH:1][CH:2]1[CH2:7][CH2:6][NH:5][CH2:4][CH2:3]1.Br[C:9]1[CH:14]=[CH:13][C:12]([CH3:15])=[CH:11][N:10]=1.C(N(C(C)C)CC)(C)C.O. (2) The reactants are: Cl[C:2]1[N:7]([CH2:8][C:9]2[CH:14]=[CH:13][C:12]([O:15][CH3:16])=[CH:11][CH:10]=2)[C:6](=[O:17])[N:5]([CH3:18])[C:4](=[O:19])[CH:3]=1.CCOCC.[NH2:25][NH2:26]. Given the product [NH:25]([C:2]1[N:7]([CH2:8][C:9]2[CH:14]=[CH:13][C:12]([O:15][CH3:16])=[CH:11][CH:10]=2)[C:6](=[O:17])[N:5]([CH3:18])[C:4](=[O:19])[CH:3]=1)[NH2:26], predict the reactants needed to synthesize it. (3) Given the product [Cl:2][C:3]1[C:4]([N:9]2[CH2:10][CH2:11][N:12]([CH2:16][CH2:17][C@H:18]3[CH2:23][CH2:22][C@H:21]([NH:24][C:25](=[O:27])[CH3:26])[CH2:20][CH2:19]3)[CH2:13][CH2:14]2)=[N:5][CH:6]=[CH:7][CH:8]=1, predict the reactants needed to synthesize it. The reactants are: Cl.[Cl:2][C:3]1[C:4]([N:9]2[CH2:14][CH2:13][NH:12][CH2:11][CH2:10]2)=[N:5][CH:6]=[CH:7][CH:8]=1.O=[CH:16][CH2:17][C@H:18]1[CH2:23][CH2:22][C@H:21]([NH:24][C:25](=[O:27])[CH3:26])[CH2:20][CH2:19]1.CCN(CC)CC.C([O-])(O)=O.[Na+]. (4) Given the product [Si:19]([O:18][C@H:8]1[CH2:9][N:10]([C:11]([O:13][C:14]([CH3:17])([CH3:16])[CH3:15])=[O:12])[CH:6]([C:26]2[CH:31]=[C:30]([F:32])[CH:29]=[C:28]([C:33]#[N:34])[CH:27]=2)[CH2:7]1)([C:22]([CH3:25])([CH3:24])[CH3:23])([CH3:21])[CH3:20], predict the reactants needed to synthesize it. The reactants are: CS(O[CH:6]([C:26]1[CH:31]=[C:30]([F:32])[CH:29]=[C:28]([C:33]#[N:34])[CH:27]=1)[CH2:7][C@@H:8]([O:18][Si:19]([C:22]([CH3:25])([CH3:24])[CH3:23])([CH3:21])[CH3:20])[CH2:9][NH:10][C:11]([O:13][C:14]([CH3:17])([CH3:16])[CH3:15])=[O:12])(=O)=O.[H-].[Na+]. (5) Given the product [C:3]([O:7][C:8]([N:10]1[CH:14]([CH2:15][C:16]2[CH:17]=[CH:18][C:19]([O:22][C:26]3[N:31]4[CH:32]=[CH:33][N:34]=[C:30]4[CH:29]=[CH:28][CH:27]=3)=[CH:20][CH:21]=2)[CH2:13][O:12][C:11]1([CH3:24])[CH3:23])=[O:9])([CH3:6])([CH3:4])[CH3:5], predict the reactants needed to synthesize it. The reactants are: [OH-].[K+].[C:3]([O:7][C:8]([N:10]1[C@@H:14]([CH2:15][C:16]2[CH:21]=[CH:20][C:19]([OH:22])=[CH:18][CH:17]=2)[CH2:13][O:12][C:11]1([CH3:24])[CH3:23])=[O:9])([CH3:6])([CH3:5])[CH3:4].Cl[C:26]1[N:31]2[CH:32]=[CH:33][N:34]=[C:30]2[CH:29]=[CH:28][CH:27]=1. (6) Given the product [OH:3][NH:2][C:36](=[NH:37])[CH2:35][CH2:34][C:31]1[CH:30]=[CH:29][C:28]([C:13]2[CH:14]=[C:15]([NH:17][C:18]3[N:23]=[C:22]([C:24]([F:26])([F:25])[F:27])[CH:21]=[CH:20][N:19]=3)[CH:16]=[C:11]([CH3:10])[CH:12]=2)=[CH:33][N:32]=1, predict the reactants needed to synthesize it. The reactants are: Cl.[NH2:2][OH:3].C(=O)([O-])[O-].[K+].[K+].[CH3:10][C:11]1[CH:12]=[C:13]([C:28]2[CH:29]=[CH:30][C:31]([CH2:34][CH2:35][C:36]#[N:37])=[N:32][CH:33]=2)[CH:14]=[C:15]([NH:17][C:18]2[N:23]=[C:22]([C:24]([F:27])([F:26])[F:25])[CH:21]=[CH:20][N:19]=2)[CH:16]=1. (7) Given the product [Cl:1][C:2]1[CH:7]=[C:6]([CH:5]=[CH:4][C:3]=1[CH:9]([CH3:25])[C:10]([C:16]1[CH:17]=[C:18]([CH3:24])[C:19](=[O:23])[N:20]([CH3:22])[CH:21]=1)([OH:15])[C:11]([F:13])([F:14])[F:12])[O:8][C:27]1[CH:34]=[CH:33][C:30]([CH:31]=[O:32])=[CH:29][C:28]=1[C:35]([F:36])([F:38])[F:37], predict the reactants needed to synthesize it. The reactants are: [Cl:1][C:2]1[CH:7]=[C:6]([OH:8])[CH:5]=[CH:4][C:3]=1[CH:9]([CH3:25])[C:10]([C:16]1[CH:17]=[C:18]([CH3:24])[C:19](=[O:23])[N:20]([CH3:22])[CH:21]=1)([OH:15])[C:11]([F:14])([F:13])[F:12].F[C:27]1[CH:34]=[CH:33][C:30]([CH:31]=[O:32])=[CH:29][C:28]=1[C:35]([F:38])([F:37])[F:36].C(=O)([O-])[O-].[Cs+].[Cs+]. (8) The reactants are: [N+:1]([C:4]1[CH:5]=[C:6]([CH:10]2[O:14][CH2:13][CH2:12][O:11]2)[CH:7]=[CH:8][CH:9]=1)([O-])=O. Given the product [O:11]1[CH2:12][CH2:13][O:14][CH:10]1[C:6]1[CH:5]=[C:4]([NH2:1])[CH:9]=[CH:8][CH:7]=1, predict the reactants needed to synthesize it. (9) Given the product [F:15][C:16]1[CH:17]=[C:18]([CH:30]=[CH:31][CH:32]=1)[CH2:19][N:20]1[C:28]2[C:23](=[CH:24][C:25]([NH:29][C:2]3[C:11]4[C:6](=[CH:7][CH:8]=[C:9]([N+:12]([O-:14])=[O:13])[CH:10]=4)[N:5]=[CH:4][N:3]=3)=[CH:26][CH:27]=2)[CH:22]=[N:21]1, predict the reactants needed to synthesize it. The reactants are: Cl[C:2]1[C:11]2[C:6](=[CH:7][CH:8]=[C:9]([N+:12]([O-:14])=[O:13])[CH:10]=2)[N:5]=[CH:4][N:3]=1.[F:15][C:16]1[CH:17]=[C:18]([CH:30]=[CH:31][CH:32]=1)[CH2:19][N:20]1[C:28]2[C:23](=[CH:24][C:25]([NH2:29])=[CH:26][CH:27]=2)[CH:22]=[N:21]1. (10) Given the product [C:21]([O:29][CH2:30][C:31]1[O:35][N:34]=[C:33]([CH3:36])[C:32]=1[C:2]1[C:11]2[O:10][CH2:9][CH:8]([C:12]3[CH:17]=[CH:16][CH:15]=[CH:14][N:13]=3)[N:7]3[C:18](=[O:20])[NH:19][C:5]([C:6]=23)=[CH:4][CH:3]=1)(=[O:28])[C:22]1[CH:23]=[CH:24][CH:25]=[CH:26][CH:27]=1, predict the reactants needed to synthesize it. The reactants are: Br[C:2]1[C:11]2[O:10][CH2:9][CH:8]([C:12]3[CH:17]=[CH:16][CH:15]=[CH:14][N:13]=3)[N:7]3[C:18](=[O:20])[NH:19][C:5]([C:6]=23)=[CH:4][CH:3]=1.[C:21]([O:29][CH2:30][C:31]1[O:35][N:34]=[C:33]([CH3:36])[C:32]=1B(O)O)(=[O:28])[C:22]1[CH:27]=[CH:26][CH:25]=[CH:24][CH:23]=1.ClCCl.